From a dataset of Catalyst prediction with 721,799 reactions and 888 catalyst types from USPTO. Predict which catalyst facilitates the given reaction. (1) Reactant: [CH2:1]([N:3]([CH2:37][CH3:38])[CH2:4][CH2:5][CH2:6][NH:7][C:8]1[N:9]=[C:10]([C:27]2[CH:28]=[C:29]([CH:33]=[CH:34][C:35]=2[CH3:36])[C:30]([OH:32])=O)[C:11]2[CH:17]=[CH:16][C:15](=[O:18])[N:14]([C:19]3[C:24]([F:25])=[CH:23][CH:22]=[CH:21][C:20]=3[F:26])[C:12]=2[N:13]=1)[CH3:2].CN(C(ON1N=NC2C=CC=CC1=2)=[N+](C)C)C.F[P-](F)(F)(F)(F)F.[CH2:63]([NH2:67])[CH:64]([CH3:66])[CH3:65]. Product: [CH2:37]([N:3]([CH2:1][CH3:2])[CH2:4][CH2:5][CH2:6][NH:7][C:8]1[N:9]=[C:10]([C:27]2[CH:28]=[C:29]([CH:33]=[CH:34][C:35]=2[CH3:36])[C:30]([NH:67][CH2:63][CH:64]([CH3:66])[CH3:65])=[O:32])[C:11]2[CH:17]=[CH:16][C:15](=[O:18])[N:14]([C:19]3[C:20]([F:26])=[CH:21][CH:22]=[CH:23][C:24]=3[F:25])[C:12]=2[N:13]=1)[CH3:38]. The catalyst class is: 2. (2) Reactant: [F:1][C:2]1[CH:7]=[CH:6][C:5]([C:8]2[C:13]([C:14]([O:16][CH3:17])=[O:15])=[C:12]([CH:18]([CH3:20])[CH3:19])[N:11]=[C:10](O)[N:9]=2)=[CH:4][CH:3]=1.C(#N)C.C1(C)C=CC(S(Cl)(=O)=O)=CC=1.[CH3:36][NH:37][S:38]([CH3:41])(=[O:40])=[O:39]. Product: [F:1][C:2]1[CH:7]=[CH:6][C:5]([C:8]2[C:13]([C:14]([O:16][CH3:17])=[O:15])=[C:12]([CH:18]([CH3:20])[CH3:19])[N:11]=[C:10]([N:37]([CH3:36])[S:38]([CH3:41])(=[O:40])=[O:39])[N:9]=2)=[CH:4][CH:3]=1. The catalyst class is: 6. (3) Reactant: Br[C:2]1[C:11]2[C:6](=[CH:7][CH:8]=[CH:9][CH:10]=2)[C:5](=[O:12])[O:4][C:3]=1[CH:13]([OH:15])[CH3:14].CC1(C)C(C)(C)OB([C:24]2[CH:38]=[CH:37][C:27]([O:28][CH2:29][CH2:30][N:31]3[CH2:36][CH2:35][O:34][CH2:33][CH2:32]3)=[CH:26][CH:25]=2)O1.C([O-])([O-])=O.[Cs+].[Cs+]. Product: [OH:15][CH:13]([C:3]1[O:4][C:5](=[O:12])[C:6]2[C:11]([C:2]=1[C:24]1[CH:38]=[CH:37][C:27]([O:28][CH2:29][CH2:30][N:31]3[CH2:32][CH2:33][O:34][CH2:35][CH2:36]3)=[CH:26][CH:25]=1)=[CH:10][CH:9]=[CH:8][CH:7]=2)[CH3:14]. The catalyst class is: 73. (4) Reactant: [NH:1]1[C:5]2[CH:6]=[CH:7][C:8]([C:10]3[C:19]([N:20]4[CH2:24][CH2:23][CH2:22][C@@H:21]4[CH3:25])=[N:18][C:17]4[C:12](=[CH:13][CH:14]=[C:15]([C:26]([O:28]C)=[O:27])[CH:16]=4)[N:11]=3)=[CH:9][C:4]=2[N:3]=[N:2]1.[OH-].[Na+].O. Product: [NH:1]1[C:5]2[CH:6]=[CH:7][C:8]([C:10]3[C:19]([N:20]4[CH2:24][CH2:23][CH2:22][C@@H:21]4[CH3:25])=[N:18][C:17]4[C:12](=[CH:13][CH:14]=[C:15]([C:26]([OH:28])=[O:27])[CH:16]=4)[N:11]=3)=[CH:9][C:4]=2[N:3]=[N:2]1. The catalyst class is: 5. (5) Reactant: [NH:1]1[C:5]2[CH:6]=[CH:7][CH:8]=[CH:9][C:4]=2[N:3]=[C:2]1[C:10]1[CH:15]=[CH:14][CH:13]=[CH:12][C:11]=1[NH2:16].[CH2:17]([Li])CCC.CI. Product: [CH3:17][N:1]1[C:5]2[CH:6]=[CH:7][CH:8]=[CH:9][C:4]=2[N:3]=[C:2]1[C:10]1[CH:15]=[CH:14][CH:13]=[CH:12][C:11]=1[NH2:16]. The catalyst class is: 116. (6) Reactant: [C:1]([C:4]1[C:9]([C:10]2[CH:15]=[CH:14][CH:13]=[CH:12][CH:11]=2)=[N:8][N:7]([CH2:16][CH3:17])[C:6](=[O:18])[C:5]=1[N+:19]([O-])=O)(=[O:3])[CH3:2].N[C:23]1[O:27][N:26]=[C:25]([CH3:28])[CH:24]=1. Product: [C:1]([C:4]1[C:9]([C:10]2[CH:11]=[CH:12][CH:13]=[CH:14][CH:15]=2)=[N:8][N:7]([CH2:16][CH3:17])[C:6](=[O:18])[C:5]=1[NH:19][C:23]1[O:27][N:26]=[C:25]([CH3:28])[CH:24]=1)(=[O:3])[CH3:2]. The catalyst class is: 8. (7) Reactant: CC(C)CC(C1C=C2C(=CC=1)NC(C(O)=O)=C2)=O.CN(C=O)C.[CH2:24]([O:26][C:27]([C:29]1[NH:30][C:31]2[C:36]([C:37]=1Br)=[CH:35][C:34]([C:39](=[O:44])[CH2:40][CH:41]([CH3:43])[CH3:42])=[CH:33][CH:32]=2)=[O:28])[CH3:25].C([O-])=O.[NH4+]. Product: [CH2:24]([O:26][C:27]([C:29]1[NH:30][C:31]2[C:36]([CH:37]=1)=[CH:35][C:34]([C:39](=[O:44])[CH2:40][CH:41]([CH3:43])[CH3:42])=[CH:33][CH:32]=2)=[O:28])[CH3:25]. The catalyst class is: 386. (8) Reactant: [Cl:1][C:2]1[CH:20]=[C:19]([Cl:21])[CH:18]=[CH:17][C:3]=1[CH2:4][N:5]1[C:9]2=[N:10][C:11](C#N)=[CH:12][CH:13]=[C:8]2[N:7]=[C:6]1[CH3:16].[OH-].[Na+].Cl.[C:25](=[O:28])([O-])[OH:26].[Na+]. Product: [Cl:1][C:2]1[CH:20]=[C:19]([Cl:21])[CH:18]=[CH:17][C:3]=1[CH2:4][N:5]1[C:9]2=[N:10][C:11]([C:25]([OH:26])=[O:28])=[CH:12][CH:13]=[C:8]2[N:7]=[C:6]1[CH3:16]. The catalyst class is: 8. (9) Reactant: [NH:1]1[CH2:4][CH:3]([C:5]2[CH:6]=[C:7]3[C:13]([C:14]([O:16][CH3:17])=[O:15])=[N:12][N:11]([C:18]4[CH:23]=[CH:22][CH:21]=[C:20]([Br:24])[CH:19]=4)[C:8]3=[N:9][CH:10]=2)[CH2:2]1.C(N(CC)CC)C.[C:32](OC(=O)C)(=[O:34])[CH3:33]. Product: [C:32]([N:1]1[CH2:2][CH:3]([C:5]2[CH:6]=[C:7]3[C:13]([C:14]([O:16][CH3:17])=[O:15])=[N:12][N:11]([C:18]4[CH:23]=[CH:22][CH:21]=[C:20]([Br:24])[CH:19]=4)[C:8]3=[N:9][CH:10]=2)[CH2:4]1)(=[O:34])[CH3:33]. The catalyst class is: 46.